Regression. Given a peptide amino acid sequence and an MHC pseudo amino acid sequence, predict their binding affinity value. This is MHC class II binding data. From a dataset of Peptide-MHC class II binding affinity with 134,281 pairs from IEDB. (1) The peptide sequence is SKISGEWYSIFLASD. The MHC is DRB4_0101 with pseudo-sequence DRB4_0103. The binding affinity (normalized) is 0.169. (2) The peptide sequence is LPVPPTVTVFKIPKK. The MHC is HLA-DPA10201-DPB11401 with pseudo-sequence HLA-DPA10201-DPB11401. The binding affinity (normalized) is 0.296. (3) The peptide sequence is VWGIKQLQARVLAVERYLKD. The MHC is DRB1_0301 with pseudo-sequence DRB1_0301. The binding affinity (normalized) is 0.137. (4) The peptide sequence is ITYGETGGNSPVQEF. The MHC is DRB1_1602 with pseudo-sequence DRB1_1602. The binding affinity (normalized) is 0.230.